From a dataset of Full USPTO retrosynthesis dataset with 1.9M reactions from patents (1976-2016). Predict the reactants needed to synthesize the given product. (1) Given the product [OH:1][C@H:2]([CH2:8][C:9](=[O:10])[O-:11])[CH2:3][N+:4]([CH3:7])([CH3:5])[CH3:6].[Ca:32].[C:12]([O-:21])(=[O:20])[CH:13]([CH2:17][CH2:18][CH3:19])[CH2:14][CH2:15][CH3:16], predict the reactants needed to synthesize it. The reactants are: [OH:1][C@H:2]([CH2:8][C:9](=[O:11])[O-:10])[CH2:3][N+:4]([CH3:7])([CH3:6])[CH3:5].[C:12]([OH:21])(=[O:20])[CH:13]([CH2:17][CH2:18][CH3:19])[CH2:14][CH2:15][CH3:16].C([O-])(=O)C(CCC)CCC.[Ca+2:32].O[C@H](CC(=O)[O-])C[N+](C)(C)C.C([O-])(=O)C(CCC)CCC. (2) Given the product [Cl:1][C:2]1[C:15]([C:14]([OH:11])=[O:16])=[N:4][C:5]([CH3:8])=[CH:6][CH:7]=1, predict the reactants needed to synthesize it. The reactants are: [Cl:1][C:2]1C(C#N)=[N:4][C:5]([CH3:8])=[CH:6][CH:7]=1.[OH-:11].[Na+].Cl.[CH2:14]([OH:16])[CH3:15]. (3) Given the product [Cl:36][C:33]1[CH:34]=[C:35]2[NH:6][C:7](=[O:37])[C:8]3([CH:13]([C:14]4[CH:19]=[CH:18][CH:17]=[C:16]([Cl:20])[CH:15]=4)[CH2:12][C:11](=[O:21])[NH:10][CH:9]3[C:22]3[CH:27]=[CH:26][CH:25]=[C:24]([F:28])[C:23]=3[CH3:29])[C:30]2=[CH:31][CH:32]=1, predict the reactants needed to synthesize it. The reactants are: C(OC([N:6]1[C:35]2[C:30](=[CH:31][CH:32]=[C:33]([Cl:36])[CH:34]=2)[C:8]2([CH:13]([C:14]3[CH:19]=[CH:18][CH:17]=[C:16]([Cl:20])[CH:15]=3)[CH2:12][C:11](=[O:21])[NH:10][CH:9]2[C:22]2[CH:27]=[CH:26][CH:25]=[C:24]([F:28])[C:23]=2[CH3:29])[C:7]1=[O:37])=O)C.[OH-].[Na+].